Dataset: Forward reaction prediction with 1.9M reactions from USPTO patents (1976-2016). Task: Predict the product of the given reaction. (1) Given the reactants [P:1]([NH2:4])([O-:3])[O-:2].[C:5]1([C:16]2[C:25]3[C:20](=CC=CC=3)[CH:19]=[CH:18][CH:17]=2)[C:6]([OH:15])=[CH:7][CH:8]=[C:9]2[C:14]=1C=CC=C2, predict the reaction product. The product is: [P:1]([NH2:4])([O-:3])[O-:2].[C:25]1([OH:2])[C:16]([C:5]2[C:6]([OH:15])=[CH:7][CH:8]=[CH:9][CH:14]=2)=[CH:17][CH:18]=[CH:19][CH:20]=1. (2) Given the reactants C([O:8][C:9]1[CH:26]=[CH:25][C:12]2[NH:13][C:14]([CH2:19][C:20]([O:22][CH2:23][CH3:24])=[O:21])=[N:15][S:16](=[O:18])(=[O:17])[C:11]=2[CH:10]=1)C1C=CC=CC=1.[H][H], predict the reaction product. The product is: [OH:8][C:9]1[CH:26]=[CH:25][C:12]2[NH:13][C:14]([CH2:19][C:20]([O:22][CH2:23][CH3:24])=[O:21])=[N:15][S:16](=[O:18])(=[O:17])[C:11]=2[CH:10]=1. (3) The product is: [S:22]1[C:18]2[CH:17]=[CH:16][C:15]([CH:7]([C:6]([OH:24])=[O:5])[C:8]([OH:10])=[O:9])=[CH:23][C:19]=2[CH:20]=[CH:21]1. Given the reactants C([O:5][C:6](=[O:24])[CH:7]([C:15]1[CH:16]=[CH:17][C:18]2[S:22][CH:21]=[CH:20][C:19]=2[CH:23]=1)[C:8]([O:10]C(C)(C)C)=[O:9])(C)(C)C.O.C1(C)C=CC(S(O)(=O)=O)=CC=1, predict the reaction product. (4) Given the reactants [CH3:1][S:2]([NH:5][C:6]1[CH:7]=[C:8]2[C:12](=[CH:13][CH:14]=1)[C:11](=[O:15])[N:10]([CH2:16][C:17]([O:19]C)=[O:18])[C:9]2=[O:21])(=[O:4])=[O:3].Cl, predict the reaction product. The product is: [CH3:1][S:2]([NH:5][C:6]1[CH:7]=[C:8]2[C:12](=[CH:13][CH:14]=1)[C:11](=[O:15])[N:10]([CH2:16][C:17]([OH:19])=[O:18])[C:9]2=[O:21])(=[O:3])=[O:4]. (5) Given the reactants I([O-])(=O)(=O)=O.[Na+].[CH2:7]([NH:15][CH2:16][C:17]1[CH:22]=[CH:21][C:20]([S:23][C:24]2[CH:32]=[CH:31][C:27]([C:28]([NH2:30])=[O:29])=[CH:26][CH:25]=2)=[CH:19][CH:18]=1)[CH2:8][C:9]1[CH:14]=[CH:13][CH:12]=[CH:11][CH:10]=1.CS(O)(=O)=[O:35].C(=O)(O)[O-].[Na+], predict the reaction product. The product is: [CH2:7]([NH:15][CH2:16][C:17]1[CH:22]=[CH:21][C:20]([S:23]([C:24]2[CH:25]=[CH:26][C:27]([C:28]([NH2:30])=[O:29])=[CH:31][CH:32]=2)=[O:35])=[CH:19][CH:18]=1)[CH2:8][C:9]1[CH:10]=[CH:11][CH:12]=[CH:13][CH:14]=1. (6) Given the reactants S(=O)(=O)(O)O.[NH2:6][CH:7]([C:12]1[CH:17]=[CH:16][C:15]([O:18][C:19]([F:22])([F:21])[F:20])=[C:14]([F:23])[CH:13]=1)[CH2:8][C:9]([OH:11])=[O:10].[CH3:24]O, predict the reaction product. The product is: [NH2:6][CH:7]([C:12]1[CH:17]=[CH:16][C:15]([O:18][C:19]([F:20])([F:21])[F:22])=[C:14]([F:23])[CH:13]=1)[CH2:8][C:9]([O:11][CH3:24])=[O:10].